Dataset: Forward reaction prediction with 1.9M reactions from USPTO patents (1976-2016). Task: Predict the product of the given reaction. (1) Given the reactants [C:1]([CH:8]1[CH2:13][C:12]2([CH2:16][NH2:17])[CH2:14][CH2:15][C:9]1([C:18]#[N:19])[CH2:10][CH2:11]2)([O:3][C:4]([CH3:7])([CH3:6])[CH3:5])=[O:2], predict the reaction product. The product is: [C:1]([CH:8]1[CH2:13][C:12]2([CH2:16][NH2:17])[CH2:11][CH2:10][C:9]1([CH2:18][NH2:19])[CH2:15][CH2:14]2)([O:3][C:4]([CH3:7])([CH3:6])[CH3:5])=[O:2]. (2) Given the reactants [C:1]([C:4]1[CH:5]=[CH:6][C:7]([N:13]([CH3:25])[CH:14]2[CH2:17][N:16](C(OC(C)(C)C)=O)[CH2:15]2)=[C:8]2[C:12]=1[NH:11][CH:10]=[CH:9]2)(=[O:3])[NH2:2].Cl, predict the reaction product. The product is: [NH:16]1[CH2:17][CH:14]([N:13]([CH3:25])[C:7]2[CH:6]=[CH:5][C:4]([C:1]([NH2:2])=[O:3])=[C:12]3[C:8]=2[CH:9]=[CH:10][NH:11]3)[CH2:15]1. (3) Given the reactants C(OC(=O)[NH:7][C:8]1[CH:13]=[C:12]([CH3:14])[C:11]([C:15]([F:18])([F:17])[F:16])=[CH:10][C:9]=1[NH2:19])(C)(C)C.C(O[C:26](=[O:46])[CH2:27][C:28]([C:30]1[CH:35]=[CH:34][CH:33]=[C:32]([C:36]2[CH:41]=[C:40]([CH3:42])[N:39]=[C:38]([N:43]([CH3:45])[CH3:44])[N:37]=2)[CH:31]=1)=O)(C)(C)C, predict the reaction product. The product is: [CH3:45][N:43]([CH3:44])[C:38]1[N:37]=[C:36]([C:32]2[CH:31]=[C:30]([C:28]3[CH2:27][C:26](=[O:46])[NH:19][C:9]4[CH:10]=[C:11]([C:15]([F:16])([F:17])[F:18])[C:12]([CH3:14])=[CH:13][C:8]=4[N:7]=3)[CH:35]=[CH:34][CH:33]=2)[CH:41]=[C:40]([CH3:42])[N:39]=1. (4) The product is: [CH2:36]([NH:43][CH:19]([C:20]1[CH:21]=[CH:22][CH:23]=[CH:24][CH:25]=1)[CH2:18][O:17][C:13]1[CH:12]=[C:11]([CH:16]=[CH:15][CH:14]=1)[CH2:10][C@@:9]([CH3:31])([C:27]([O:29][CH3:30])=[O:28])[NH:8][C:6]([O:5][C:1]([CH3:2])([CH3:3])[CH3:4])=[O:7])[C:37]1[CH:42]=[CH:41][CH:40]=[CH:39][CH:38]=1. Given the reactants [C:1]([O:5][C:6]([NH:8][C@:9]([CH3:31])([C:27]([O:29][CH3:30])=[O:28])[CH2:10][C:11]1[CH:16]=[CH:15][CH:14]=[C:13]([O:17][CH2:18][C:19](=O)[C:20]2[CH:25]=[CH:24][CH:23]=[CH:22][CH:21]=2)[CH:12]=1)=[O:7])([CH3:4])([CH3:3])[CH3:2].C(O)(=O)C.[CH2:36]([NH2:43])[C:37]1[CH:42]=[CH:41][CH:40]=[CH:39][CH:38]=1.C(O[BH-](OC(=O)C)OC(=O)C)(=O)C.[Na+], predict the reaction product. (5) Given the reactants Cl[C:2]1[CH:7]=[CH:6][N:5]=[C:4]2[CH:8]=[C:9]([C:11]3[N:12]([CH3:16])[CH:13]=[CH:14][N:15]=3)[S:10][C:3]=12.[F:17][C:18]1[CH:19]=[C:20]([CH2:25][C:26]([OH:28])=[O:27])[CH:21]=[CH:22][C:23]=1[OH:24], predict the reaction product. The product is: [F:17][C:18]1[CH:19]=[C:20]([CH2:25][C:26]([OH:28])=[O:27])[CH:21]=[CH:22][C:23]=1[O:24][C:2]1[CH:7]=[CH:6][N:5]=[C:4]2[CH:8]=[C:9]([C:11]3[N:12]([CH3:16])[CH:13]=[CH:14][N:15]=3)[S:10][C:3]=12. (6) Given the reactants Br[C:2]1[N:7]=[C:6]2[S:8][C:9]([NH:11][C:12](=[O:23])[C:13]3[CH:18]=[CH:17][C:16]([C:19]([OH:22])([CH3:21])[CH3:20])=[CH:15][CH:14]=3)=[N:10][C:5]2=[CH:4][CH:3]=1.[Cl:24][C:25]1[CH:30]=[C:29](B2OC(C)(C)C(C)(C)O2)[CH:28]=[CH:27][N:26]=1, predict the reaction product. The product is: [Cl:24][C:25]1[CH:30]=[C:29]([C:2]2[N:7]=[C:6]3[S:8][C:9]([NH:11][C:12](=[O:23])[C:13]4[CH:18]=[CH:17][C:16]([C:19]([OH:22])([CH3:21])[CH3:20])=[CH:15][CH:14]=4)=[N:10][C:5]3=[CH:4][CH:3]=2)[CH:28]=[CH:27][N:26]=1.